This data is from Catalyst prediction with 721,799 reactions and 888 catalyst types from USPTO. The task is: Predict which catalyst facilitates the given reaction. (1) Reactant: [C:1]([O:5][CH2:6][C:7]#[CH:8])(=[O:4])[CH:2]=[CH2:3].[CH2:9]([N:21]=[N+:22]=[N-:23])[CH2:10][CH2:11][CH2:12][CH2:13][CH2:14][CH2:15][CH2:16][CH2:17][CH2:18][CH2:19][CH3:20].O. Product: [CH2:9]([N:21]1[CH:8]=[C:7]([CH2:6][O:5][C:1](=[O:4])[CH:2]=[CH2:3])[N:23]=[N:22]1)[CH2:10][CH2:11][CH2:12][CH2:13][CH2:14][CH2:15][CH2:16][CH2:17][CH2:18][CH2:19][CH3:20]. The catalyst class is: 3. (2) Reactant: [CH3:1][N:2]1[CH:6]=[N:5][N:4]=[C:3]1[C:7]([C:9]1[CH:14]=[CH:13][CH:12]=[CH:11][CH:10]=1)=O.Cl.[NH2:16][OH:17]. Product: [OH:17][N:16]=[C:7]([C:3]1[N:2]([CH3:1])[CH:6]=[N:5][N:4]=1)[C:9]1[CH:14]=[CH:13][CH:12]=[CH:11][CH:10]=1. The catalyst class is: 17. (3) Reactant: Br[C:2]1[CH:3]=[CH:4][C:5]([C:8]([NH:10][CH2:11][CH2:12][C:13]([O:15][CH2:16][CH3:17])=[O:14])=[O:9])=[N:6][CH:7]=1.[Cl:18][C:19]1[CH:24]=[CH:23][C:22](B(O)O)=[C:21]([CH:28]=[O:29])[CH:20]=1.C([O-])([O-])=O.[K+].[K+].O. The catalyst class is: 800. Product: [Cl:18][C:19]1[CH:24]=[CH:23][C:22]([C:2]2[CH:3]=[CH:4][C:5]([C:8]([NH:10][CH2:11][CH2:12][C:13]([O:15][CH2:16][CH3:17])=[O:14])=[O:9])=[N:6][CH:7]=2)=[C:21]([CH:28]=[O:29])[CH:20]=1. (4) Reactant: [Si]([O:18][C:19]1[CH:59]=[CH:58][C:22]([O:23][CH2:24][C@@H:25]([OH:57])[CH2:26][NH:27][CH2:28][CH2:29][C:30]2[CH:56]=[CH:55][C:33]([NH:34][CH:35]3[CH2:40][CH2:39][N:38]([C:41]([NH:43][CH2:44][C:45]4[CH:50]=[CH:49][CH:48]=[C:47]([O:51][CH3:52])[C:46]=4[O:53][CH3:54])=[O:42])[CH2:37][CH2:36]3)=[CH:32][CH:31]=2)=[CH:21][CH:20]=1)(C(C)(C)C)(C1C=CC=CC=1)C1C=CC=CC=1. Product: [CH3:54][O:53][C:46]1[C:47]([O:51][CH3:52])=[CH:48][CH:49]=[CH:50][C:45]=1[CH2:44][NH:43][C:41]([N:38]1[CH2:37][CH2:36][CH:35]([NH:34][C:33]2[CH:32]=[CH:31][C:30]([CH2:29][CH2:28][NH:27][CH2:26][C@H:25]([OH:57])[CH2:24][O:23][C:22]3[CH:21]=[CH:20][C:19]([OH:18])=[CH:59][CH:58]=3)=[CH:56][CH:55]=2)[CH2:40][CH2:39]1)=[O:42]. The catalyst class is: 147. (5) Reactant: [CH2:1]1[CH2:6][CH2:5][CH:4]([N:7]=[C:8]=[N:9][CH:10]2[CH2:15][CH2:14][CH2:13][CH2:12][CH2:11]2)[CH2:3][CH2:2]1.ClC1C=CC(C(N2C3C(=CC(OC)=CC=3)C(CC(O)=O)=C2C)=[O:24])=CC=1. Product: [CH:10]1([NH:9][C:8]([NH:7][CH:4]2[CH2:3][CH2:2][CH2:1][CH2:6][CH2:5]2)=[O:24])[CH2:15][CH2:14][CH2:13][CH2:12][CH2:11]1. The catalyst class is: 79. (6) Reactant: [C:1](Cl)(=O)[C:2]([Cl:4])=[O:3].[F:7][C:8]1[CH:28]=[CH:27][CH:26]=[C:25]([F:29])[C:9]=1[CH2:10][O:11][C:12]1[C:13]2[N:14]([C:18](C(O)=O)=[C:19](C)[N:20]=2)[CH:15]=[CH:16][CH:17]=1. Product: [ClH:4].[F:7][C:8]1[CH:28]=[CH:27][CH:26]=[C:25]([F:29])[C:9]=1[CH2:10][O:11][C:12]1[C:13]2[N:14]([C:1]([C:2]([Cl:4])=[O:3])=[C:19]([CH3:18])[N:20]=2)[CH:15]=[CH:16][CH:17]=1. The catalyst class is: 198. (7) Reactant: [NH2:1][C:2]1[C:3]2[N:4]([C:8]([C@H:12]3[CH2:17][N:16]4[C:18](=[O:22])[O:19][C@H:20]([CH3:21])[C@@H:15]4[CH2:14][CH2:13]3)=[N:9][C:10]=2Br)[CH:5]=[CH:6][N:7]=1.[CH3:23][O:24][C:25]1[CH:26]=[C:27]([CH:41]=[CH:42][C:43]=1B1OC(C)(C)C(C)(C)O1)[C:28]([NH:30][C:31]1[CH:36]=[C:35]([C:37]([F:40])([F:39])[F:38])[CH:34]=[CH:33][N:32]=1)=[O:29].C([O-])([O-])=O.[K+].[K+].O. Product: [NH2:1][C:2]1[C:3]2[N:4]([C:8]([C@H:12]3[CH2:17][N:16]4[C:18](=[O:22])[O:19][C@H:20]([CH3:21])[C@@H:15]4[CH2:14][CH2:13]3)=[N:9][C:10]=2[C:43]2[CH:42]=[CH:41][C:27]([C:28]([NH:30][C:31]3[CH:36]=[C:35]([C:37]([F:40])([F:38])[F:39])[CH:34]=[CH:33][N:32]=3)=[O:29])=[CH:26][C:25]=2[O:24][CH3:23])[CH:5]=[CH:6][N:7]=1. The catalyst class is: 38.